Dataset: NCI-60 drug combinations with 297,098 pairs across 59 cell lines. Task: Regression. Given two drug SMILES strings and cell line genomic features, predict the synergy score measuring deviation from expected non-interaction effect. (1) Drug 1: CC1C(C(CC(O1)OC2CC(CC3=C2C(=C4C(=C3O)C(=O)C5=C(C4=O)C(=CC=C5)OC)O)(C(=O)CO)O)N)O.Cl. Drug 2: CC1OCC2C(O1)C(C(C(O2)OC3C4COC(=O)C4C(C5=CC6=C(C=C35)OCO6)C7=CC(=C(C(=C7)OC)O)OC)O)O. Cell line: U251. Synergy scores: CSS=59.4, Synergy_ZIP=13.5, Synergy_Bliss=12.5, Synergy_Loewe=3.65, Synergy_HSA=13.8. (2) Drug 1: C1=CC(=CC=C1CCCC(=O)O)N(CCCl)CCCl. Drug 2: CC(C1=C(C=CC(=C1Cl)F)Cl)OC2=C(N=CC(=C2)C3=CN(N=C3)C4CCNCC4)N. Cell line: NCIH23. Synergy scores: CSS=39.4, Synergy_ZIP=-9.33, Synergy_Bliss=-10.0, Synergy_Loewe=-8.71, Synergy_HSA=-7.60. (3) Drug 1: C1CC(C1)(C(=O)O)C(=O)O.[NH2-].[NH2-].[Pt+2]. Drug 2: C1=CC=C(C=C1)NC(=O)CCCCCCC(=O)NO. Cell line: 786-0. Synergy scores: CSS=-1.13, Synergy_ZIP=-0.0845, Synergy_Bliss=-0.523, Synergy_Loewe=-8.45, Synergy_HSA=-3.27.